This data is from Forward reaction prediction with 1.9M reactions from USPTO patents (1976-2016). The task is: Predict the product of the given reaction. Given the reactants [CH3:1][N:2]([CH3:14])[C:3](=[O:13])[C@@H:4]([CH3:12])[NH:5][C:6]1[CH2:10][S:9][C:8](=[O:11])[N:7]=1.[F:15][C:16]([F:37])([F:36])[C:17]1[CH:31]=[C:30]([C:32]([F:35])([F:34])[F:33])[CH:29]=[CH:28][C:18]=1[CH2:19][N:20]1[CH2:25][CH2:24][CH:23]([CH:26]=O)[CH2:22][CH2:21]1.C([O-])(=O)C.[NH2+]1CCCCC1, predict the reaction product. The product is: [F:37][C:16]([F:15])([F:36])[C:17]1[CH:31]=[C:30]([C:32]([F:35])([F:34])[F:33])[CH:29]=[CH:28][C:18]=1[CH2:19][N:20]1[CH2:25][CH2:24][CH:23](/[CH:26]=[C:10]2/[C:6]([NH:5][C@@H:4]([C:3]([N:2]([CH3:1])[CH3:14])=[O:13])[CH3:12])=[N:7][C:8](=[O:11])[S:9]/2)[CH2:22][CH2:21]1.